Dataset: Experimentally validated miRNA-target interactions with 360,000+ pairs, plus equal number of negative samples. Task: Binary Classification. Given a miRNA mature sequence and a target amino acid sequence, predict their likelihood of interaction. (1) The miRNA is mmu-let-7i-5p with sequence UGAGGUAGUAGUUUGUGCUGUU. Result: 0 (no interaction). The protein sequence of the target gene is MPRLLTPLLCLTLLPALAARGLRCSQPSGTCLNGGRCEVANGTEACVCSGAFVGQRCQDSNPCLSTPCKNAGTCHVVDHGGTVDYACSCPLGFSGPLCLTPLDNACLANPCRNGGTCDLLTLTEYKCRCPPGWSGKSCQQADPCASNPCANGGQCLPFESSYICRCPPGFHGPTCRQDVNECSQNPGLCRHGGTCHNEIGSYRCACRATHTGPHCELPYVPCSPSPCQNGGTCRPTGDTTHECACLPGFAGQNCEENVDDCPGNNCKNGGACVDGVNTYNCRCPPEWTGQYCTEDVDECQ.... (2) The miRNA is mmu-miR-205-5p with sequence UCCUUCAUUCCACCGGAGUCUG. The protein sequence of the target gene is MNCPVLSLGSGFLFQVIEMLIFAYFASISLTESRGLFPRLENVGAFKKVSIVPTQAVCGLPDRSTFCHSSAAAESIQFCTQRFCIQDCPYRSSHPTYTALFSAGLSSCITPDKNDLHPNAHSNSASFIFGNHKSCFSSPPSPKLMASFTLAVWLKPEQQGVMCVIEKTVDGQIVFKLTISEKETMFYYRTVNGLQPPIKVMTLGRILVKKWIHLSVQVHQTKISFFINGVEKDHTPFNARTLSGSITDFASGTVQIGQSLNGLEQFVGRMQDFRLYQVALTNREILEVFSGDLLRLHAQS.... Result: 0 (no interaction). (3) The miRNA is rno-miR-320-3p with sequence AAAAGCUGGGUUGAGAGGGCGA. The protein sequence of the target gene is MSERAADDVRGEPRRAAGGAAAARQQQQQPQPLQPQRQHPPLRRPRAEDGGTGDTTTSAAAMATVGERRPLPSPEAMLGQSWNLWVEASKLPGKDGTELDESFKEFGKNREVMGLCREDMPIFGLCPAHDDFYLVVCNDCNQVVKPQAFQSHYERRHSSSSKPALAVPHTSVFSLLPSLSKSKGSGAGGSSRPPSGGVLCASSSSKLLRLPKEKLPLRGNMKPMHPVQQIKVPHGRVMTPSVKVEKMHPKMDGTLLKSTVGPACPATMSSAVKPGLNCPSIPKPTLPSPGQILNGKGLPA.... Result: 0 (no interaction). (4) The protein sequence of the target gene is MATPGPVIPEVPFEPSKPPVIEGLSPTVYRNPESFKEKFVRKTRENPVVPIGCLATAAALTYGLYSFHRGNSQRSQLMMRTRIAAQGFTVAAILLGLAVTAMKSRP. Result: 0 (no interaction). The miRNA is hsa-miR-569 with sequence AGUUAAUGAAUCCUGGAAAGU. (5) Result: 1 (interaction). The protein sequence of the target gene is MANMNSDSRHLGTSEVDHERDPGPMNIQFEPSDLRSKRPFCIEPTNIVNVNHVIQRVSDHASAMNKRIHYYSRLTTPADKALIAPDHVVPAPEECYVYSPLGSAYKLQSYTEGYGKNTSLVTIFMIWNTMMGTSILSIPWGIKQAGFTTGMCVIILMGLLTLYCCYRVVKSRTMMFSLDTTSWEYPDVCRHYFGSFGQWSSLLFSLVSLIGAMIVYWVLMSNFLFNTGKFIFNFIHHINDTDTILSTNNSNPVICPSAGSGGHPDNSSMIFYANDTGAQQFEKWWDKSRTVPFYLVGLLL.... The miRNA is hsa-miR-605-5p with sequence UAAAUCCCAUGGUGCCUUCUCCU. (6) The miRNA is hsa-miR-133a-5p with sequence AGCUGGUAAAAUGGAACCAAAU. The protein sequence of the target gene is MEGQPRGSRGPLEKPLPAATHPTLSSLGAVFILLKSALGAGLLNFPWAFYKAGGMLPTFLVALVSLVFLISGLVILGYAASVSGQTTYQGVVRELCGPAMGKLCEICFLTNLLMISVAFLRVIGDQLEKLCDSLLPDAPQPWYAAQNFTLPLISMLVIFPLSALREIALQKYTSILGTLAACYLALVITVQYYLWPQGLIRQPGPLLSPSPWTSVFSVFPTICFGFQCHEAAVSIYCSMWNQSLSHWTLVSVLSLLACCLVYTLTGVYGFLTFGPEVSADILMSYPGNDTAIIVARVLFA.... Result: 0 (no interaction).